The task is: Predict the product of the given reaction.. This data is from Forward reaction prediction with 1.9M reactions from USPTO patents (1976-2016). (1) Given the reactants COP([CH2:7][C:8](=[O:16])[C:9]([F:15])([F:14])[CH2:10][CH2:11][CH2:12][CH3:13])(=O)OC.[OH-].[Na+].[C:19]([O:22][C@@H:23]1[C@H:27]([CH2:28][CH2:29][CH2:30][CH2:31][CH2:32][CH2:33][C:34]([O:36][CH3:37])=[O:35])[C@@H:26]([CH:38]=O)[C@H:25]([O:40][CH:41]2[CH2:46][CH2:45][CH2:44][CH2:43][O:42]2)[CH2:24]1)(=[O:21])[CH3:20].O, predict the reaction product. The product is: [C:19]([O:22][C@@H:23]1[C@H:27]([CH2:28][CH2:29][CH2:30][CH2:31][CH2:32][CH2:33][C:34]([O:36][CH3:37])=[O:35])[C@@H:26](/[CH:38]=[CH:7]/[C:8](=[O:16])[C:9]([F:14])([F:15])[CH2:10][CH2:11][CH2:12][CH3:13])[C@H:25]([O:40][CH:41]2[CH2:46][CH2:45][CH2:44][CH2:43][O:42]2)[CH2:24]1)(=[O:21])[CH3:20]. (2) Given the reactants [CH3:1][O:2][C:3](=[O:18])[C@@H:4]([O:15][CH2:16][CH3:17])[CH2:5][C:6]1[C:11]([CH3:12])=[CH:10][C:9]([OH:13])=[CH:8][C:7]=1[CH3:14].Cl[CH2:20][C:21]1[N:22]=[C:23]([C:27]2[CH:32]=[CH:31][C:30]([F:33])=[C:29]([CH3:34])[CH:28]=2)[O:24][C:25]=1[CH3:26].C(=O)([O-])[O-].[Cs+].[Cs+].[I-].[K+], predict the reaction product. The product is: [CH3:1][O:2][C:3](=[O:18])[C@@H:4]([O:15][CH2:16][CH3:17])[CH2:5][C:6]1[C:11]([CH3:12])=[CH:10][C:9]([O:13][CH2:20][C:21]2[N:22]=[C:23]([C:27]3[CH:32]=[CH:31][C:30]([F:33])=[C:29]([CH3:34])[CH:28]=3)[O:24][C:25]=2[CH3:26])=[CH:8][C:7]=1[CH3:14]. (3) Given the reactants [CH2:1]([C:4]1[CH:9]=[CH:8][C:7]([F:10])=[C:6]([C:11]2[CH:16]=[CH:15][CH:14]=[CH:13][C:12]=2[Cl:17])[C:5]=1[OH:18])[CH:2]=[CH2:3], predict the reaction product. The product is: [Cl:17][C:12]1[CH:13]=[CH:14][CH:15]=[CH:16][C:11]=1[C:6]1[C:5]([OH:18])=[C:4]([CH:1]=[CH:2][CH3:3])[CH:9]=[CH:8][C:7]=1[F:10]. (4) Given the reactants [C:1]1([CH2:7][CH2:8][CH2:9][N:10]=[C:11]=[O:12])[CH:6]=[CH:5][CH:4]=[CH:3][CH:2]=1.[CH3:13][NH:14][C:15]1[CH:16]=[C:17]([C:21]2[CH:26]=[CH:25][C:24]([CH2:27][CH2:28][C:29]([O:31][CH2:32][CH3:33])=[O:30])=[CH:23][CH:22]=2)[CH:18]=[CH:19][CH:20]=1, predict the reaction product. The product is: [CH3:13][N:14]([C:15]1[CH:16]=[C:17]([C:21]2[CH:26]=[CH:25][C:24]([CH2:27][CH2:28][C:29]([O:31][CH2:32][CH3:33])=[O:30])=[CH:23][CH:22]=2)[CH:18]=[CH:19][CH:20]=1)[C:11]([NH:10][CH2:9][CH2:8][CH2:7][C:1]1[CH:6]=[CH:5][CH:4]=[CH:3][CH:2]=1)=[O:12]. (5) Given the reactants [Br:1][C:2]1[N:7]=[C:6]([CH:8]([OH:13])[CH2:9][CH2:10][CH2:11][CH3:12])[CH:5]=[CH:4][CH:3]=1.O[C:15]1[CH:27]=[CH:26][C:18]([O:19][CH2:20][C:21]([O:23][CH2:24][CH3:25])=[O:22])=[C:17]([CH3:28])[CH:16]=1.C1CCN(C(N=NC(N2CCCCC2)=O)=O)CC1.P(CCCC)(CCCC)CCCC, predict the reaction product. The product is: [Br:1][C:2]1[N:7]=[C:6]([CH:8]([O:13][C:15]2[CH:27]=[CH:26][C:18]([O:19][CH2:20][C:21]([O:23][CH2:24][CH3:25])=[O:22])=[C:17]([CH3:28])[CH:16]=2)[CH2:9][CH2:10][CH2:11][CH3:12])[CH:5]=[CH:4][CH:3]=1. (6) Given the reactants C(OC([N:8]1[CH2:13][CH2:12][C:11]([C:29]2[CH:34]=[CH:33][C:32]([Cl:35])=[CH:31][CH:30]=2)([CH:14]([O:16][C:17]2[CH:26]=[C:25]3[C:20]([C:21](=[O:28])[NH:22][C:23](=[O:27])[NH:24]3)=[CH:19][CH:18]=2)C)[CH2:10][CH2:9]1)=O)(C)(C)C.Cl.Cl[CH2:38]Cl, predict the reaction product. The product is: [Cl:35][C:32]1[CH:33]=[CH:34][C:29]([C:11]2([CH2:14][O:16][C:17]3[CH:26]=[C:25]4[C:20]([C:21](=[O:28])[NH:22][C:23](=[O:27])[N:24]4[CH3:38])=[CH:19][CH:18]=3)[CH2:10][CH2:9][NH:8][CH2:13][CH2:12]2)=[CH:30][CH:31]=1. (7) The product is: [CH2:1]([N:3]1[C:7]2=[N:8][C:9]([CH2:24][CH3:25])=[C:10]([CH2:19][OH:20])[C:11]([NH:12][CH:13]3[CH2:14][CH2:15][O:16][CH2:17][CH2:18]3)=[C:6]2[CH:5]=[N:4]1)[CH3:2]. Given the reactants [CH2:1]([N:3]1[C:7]2=[N:8][C:9]([CH2:24][CH3:25])=[C:10]([C:19](OCC)=[O:20])[C:11]([NH:12][CH:13]3[CH2:18][CH2:17][O:16][CH2:15][CH2:14]3)=[C:6]2[CH:5]=[N:4]1)[CH3:2].CO.[BH4-].[Li+].O, predict the reaction product.